From a dataset of Reaction yield outcomes from USPTO patents with 853,638 reactions. Predict the reaction yield, written as a fraction of the theoretical maximum amount of product (1.0 means a 100% yield; for example, 0.34 means a 34% yield). (1) The reactants are [N:1]1[CH:6]=[CH:5][C:4]([C:7]2[N:15]3[C:10]([CH:11]=[CH:12][CH:13]=[CH:14]3)=[CH:9][C:8]=2[C:16]#[N:17])=[CH:3][CH:2]=1.C[Mg+].[Br-].[CH3:21]COCC.[BH4-].[Na+]. The catalyst is C1COCC1.CO. The product is [N:1]1[CH:2]=[CH:3][C:4]([C:7]2[N:15]3[C:10]([CH:11]=[CH:12][CH:13]=[CH:14]3)=[CH:9][C:8]=2[CH:16]([NH2:17])[CH3:21])=[CH:5][CH:6]=1. The yield is 0.640. (2) The reactants are [CH2:1]([O:3][P:4]([CH2:9][CH2:10][CH2:11][N:12]1[C:21]2[C:16](=[N:17][CH:18]=[C:19]([CH2:22][C:23]3[CH:28]=[CH:27][C:26]([F:29])=[CH:25][CH:24]=3)[CH:20]=2)[C:15]([OH:30])=[C:14]([C:31](OCC)=[O:32])[C:13]1=[O:36])([O:6][CH2:7][CH3:8])=[O:5])[CH3:2].[CH3:37][O:38][CH2:39][CH2:40][NH2:41]. The product is [CH2:7]([O:6][P:4]([CH2:9][CH2:10][CH2:11][N:12]1[C:21]2[C:16](=[N:17][CH:18]=[C:19]([CH2:22][C:23]3[CH:24]=[CH:25][C:26]([F:29])=[CH:27][CH:28]=3)[CH:20]=2)[C:15]([OH:30])=[C:14]([C:31]([NH:41][CH2:40][CH2:39][O:38][CH3:37])=[O:32])[C:13]1=[O:36])(=[O:5])[O:3][CH2:1][CH3:2])[CH3:8]. The yield is 0.560. The catalyst is C(O)C. (3) The reactants are [CH2:1]1[C@H:6]2[CH2:7][NH:8][CH2:9][CH2:10][N:5]2[C:4](=O)[CH2:3][O:2]1.[H-].[H-].[H-].[H-].[Li+].[Al+3].CC(O)C.[O-]S([O-])(=O)=O.[Na+].[Na+]. The catalyst is O1CCOCC1. The product is [CH2:1]1[C@H:6]2[CH2:7][NH:8][CH2:9][CH2:10][N:5]2[CH2:4][CH2:3][O:2]1. The yield is 0.730. (4) The reactants are [C:9](O[C:9]([O:11][C:12]([CH3:15])([CH3:14])[CH3:13])=[O:10])([O:11][C:12]([CH3:15])([CH3:14])[CH3:13])=[O:10].[C:16]1([S:22]([C:25]2[CH:26]=[C:27]3[C:31](=[CH:32][CH:33]=2)[NH:30][CH:29]=[C:28]3[CH2:34][CH2:35][NH2:36])(=[O:24])=[O:23])[CH:21]=[CH:20][CH:19]=[CH:18][CH:17]=1.C(N(CC)CC)C.CCOC(C)=O.CCCCCC. The catalyst is C(Cl)Cl. The product is [C:16]1([S:22]([C:25]2[CH:26]=[C:27]3[C:31](=[CH:32][CH:33]=2)[NH:30][CH:29]=[C:28]3[CH2:34][CH2:35][NH:36][C:9](=[O:10])[O:11][C:12]([CH3:13])([CH3:14])[CH3:15])(=[O:24])=[O:23])[CH:17]=[CH:18][CH:19]=[CH:20][CH:21]=1. The yield is 0.220. (5) The yield is 0.360. The reactants are [CH3:1][O:2][C:3](=[O:14])[C:4]1[C:5](=[CH:7][C:8]([N+:11]([O-:13])=[O:12])=[CH:9][CH:10]=1)[NH2:6].S(Cl)([Cl:18])(=O)=O. The catalyst is C(O)(=O)C. The product is [CH3:1][O:2][C:3](=[O:14])[C:4]1[C:5](=[CH:7][C:8]([N+:11]([O-:13])=[O:12])=[C:9]([Cl:18])[CH:10]=1)[NH2:6]. (6) The reactants are CCOCC.[CH2:6]([Mg]Cl)[CH2:7][CH3:8].[C:11]([N:16]1[C@H:20]([C:21]2[CH:26]=[CH:25][CH:24]=[CH:23][CH:22]=2)[CH2:19][O:18][C:17]1=[O:27])(=[O:15])[CH:12]=[CH:13][CH3:14]. The catalyst is O1CCCC1. The product is [CH3:14][C@H:13]([CH2:6][CH2:7][CH3:8])[CH2:12][C:11]([N:16]1[C@H:20]([C:21]2[CH:22]=[CH:23][CH:24]=[CH:25][CH:26]=2)[CH2:19][O:18][C:17]1=[O:27])=[O:15]. The yield is 1.00. (7) The reactants are [Cl:1][C:2]1[CH:3]=[C:4]([C:14]2([OH:21])[CH2:17][CH:16]([C:18]([OH:20])=O)[CH2:15]2)[CH:5]=[CH:6][C:7]=1[CH2:8][N:9]1[CH2:13][CH2:12][CH2:11][CH2:10]1.[NH:22]1[CH2:27][CH2:26][CH2:25][CH2:24][CH2:23]1.C(P1(=O)OP(CCC)(=O)OP(CCC)(=O)O1)CC.[OH-].[Na+]. The catalyst is CCOC(C)=O. The product is [Cl:1][C:2]1[CH:3]=[C:4]([C:14]2([OH:21])[CH2:17][CH:16]([C:18]([N:22]3[CH2:27][CH2:26][CH2:25][CH2:24][CH2:23]3)=[O:20])[CH2:15]2)[CH:5]=[CH:6][C:7]=1[CH2:8][N:9]1[CH2:13][CH2:12][CH2:11][CH2:10]1. The yield is 0.460. (8) The reactants are Cl[C:2]1[CH:7]=[C:6]([C:8]2[CH:13]=[C:12]([Br:14])[CH:11]=[CH:10][C:9]=2[O:15][CH3:16])[N:5]=[C:4]([NH2:17])[N:3]=1.[NH2:18][C:19]1[CH:20]=[CH:21][C:22]([Cl:29])=[C:23]([CH:28]=1)[C:24]([NH:26][CH3:27])=[O:25]. No catalyst specified. The product is [NH2:17][C:4]1[N:3]=[C:2]([NH:18][C:19]2[CH:20]=[CH:21][C:22]([Cl:29])=[C:23]([CH:28]=2)[C:24]([NH:26][CH3:27])=[O:25])[CH:7]=[C:6]([C:8]2[CH:13]=[C:12]([Br:14])[CH:11]=[CH:10][C:9]=2[O:15][CH3:16])[N:5]=1. The yield is 0.620.